From a dataset of Rat liver microsome stability data. Regression/Classification. Given a drug SMILES string, predict its absorption, distribution, metabolism, or excretion properties. Task type varies by dataset: regression for continuous measurements (e.g., permeability, clearance, half-life) or binary classification for categorical outcomes (e.g., BBB penetration, CYP inhibition). Dataset: rlm. (1) The drug is C[C@@H](Nc1nc(O)c2cnn(C3CCCC3)c2n1)C(=O)Nc1ccc2[nH]ncc2c1. The result is 0 (unstable in rat liver microsomes). (2) The molecule is CC(C)N(c1ccc(Oc2ncccc2C(F)(F)F)cc1C(=O)O)C(=O)[C@H]1CC[C@H](C)CC1. The result is 0 (unstable in rat liver microsomes). (3) The drug is CNC[C@@H](O)[C@H](c1ccccc1)n1ccc2ccccc21. The result is 1 (stable in rat liver microsomes). (4) The molecule is N#Cc1ccc(NS(=O)(=O)c2ccc(NC(=O)Cc3ccc(Cl)c(Cl)c3)cc2)cc1. The result is 0 (unstable in rat liver microsomes).